This data is from Reaction yield outcomes from USPTO patents with 853,638 reactions. The task is: Predict the reaction yield, written as a fraction of the theoretical maximum amount of product (1.0 means a 100% yield; for example, 0.34 means a 34% yield). The reactants are [CH3:1][O:2][C:3]1[CH:4]=[C:5]2[C:9](=[CH:10][C:11]=1[C:12]([F:15])([F:14])[F:13])[NH:8][CH:7]=[C:6]2[CH3:16].[H-].[Na+].I[CH3:20]. The catalyst is CN(C=O)C. The product is [CH3:1][O:2][C:3]1[CH:4]=[C:5]2[C:9](=[CH:10][C:11]=1[C:12]([F:15])([F:13])[F:14])[N:8]([CH3:20])[CH:7]=[C:6]2[CH3:16]. The yield is 0.750.